This data is from TCR-epitope binding with 47,182 pairs between 192 epitopes and 23,139 TCRs. The task is: Binary Classification. Given a T-cell receptor sequence (or CDR3 region) and an epitope sequence, predict whether binding occurs between them. (1) The epitope is KLVALGINAV. The TCR CDR3 sequence is CASSLENGQYEQYF. Result: 0 (the TCR does not bind to the epitope). (2) The epitope is FTYASALWEI. The TCR CDR3 sequence is CASSSDRGAGANVLTF. Result: 0 (the TCR does not bind to the epitope). (3) The epitope is IVTDFSVIK. The TCR CDR3 sequence is CASSLDYSRSSEAFF. Result: 1 (the TCR binds to the epitope). (4) The epitope is CTELKLSDY. The TCR CDR3 sequence is CSVDLEANYGYTF. Result: 0 (the TCR does not bind to the epitope). (5) The epitope is CINGVCWTV. The TCR CDR3 sequence is CASSFEIAGGNEQFF. Result: 1 (the TCR binds to the epitope). (6) The epitope is ELAGIGILTV. The TCR CDR3 sequence is CASSLRPTGTHEQYF. Result: 0 (the TCR does not bind to the epitope). (7) The epitope is KLVALGINAV. The TCR CDR3 sequence is CASSWGGGEQYF. Result: 1 (the TCR binds to the epitope).